This data is from Reaction yield outcomes from USPTO patents with 853,638 reactions. The task is: Predict the reaction yield, written as a fraction of the theoretical maximum amount of product (1.0 means a 100% yield; for example, 0.34 means a 34% yield). (1) The reactants are [N:1]([CH2:4][CH2:5][NH:6][C:7](=[O:21])[CH2:8][CH2:9][CH2:10][CH2:11]CCCCCCCCC)=[N+:2]=[N-:3].[N:22](CCN)=[N+]=[N-].C(N(CC)CC)C. The catalyst is ClCCl. The product is [N:1]([CH2:4][CH2:5][NH:6][C:7]([C:8]1[NH:22][CH:11]=[CH:10][CH:9]=1)=[O:21])=[N+:2]=[N-:3]. The yield is 0.660. (2) The reactants are [C:1]([C:9]1[CH:10]=[C:11]2[C:15](=[CH:16][CH:17]=1)[N:14]([C:18]([NH:20][CH2:21][CH2:22][C:23]([O:25][CH2:26][CH3:27])=[O:24])=[O:19])[CH2:13][CH2:12]2)#[C:2][CH2:3][CH2:4][CH2:5][CH2:6][CH2:7][CH3:8]. The catalyst is CCO.[Pd]. The product is [CH2:1]([C:9]1[CH:10]=[C:11]2[C:15](=[CH:16][CH:17]=1)[N:14]([C:18]([NH:20][CH2:21][CH2:22][C:23]([O:25][CH2:26][CH3:27])=[O:24])=[O:19])[CH2:13][CH2:12]2)[CH2:2][CH2:3][CH2:4][CH2:5][CH2:6][CH2:7][CH3:8]. The yield is 0.900. (3) The product is [CH3:9][C:4]1[CH:5]=[CH:6][C:7]2[O:8][CH2:17][C:18](=[O:19])[NH:1][C:2]=2[N:3]=1. The catalyst is CC(=O)CC. The reactants are [NH2:1][C:2]1[C:7]([OH:8])=[CH:6][CH:5]=[C:4]([CH3:9])[N:3]=1.C(=O)(O)[O-].[Na+].O.Cl[CH2:17][C:18](Cl)=[O:19]. The yield is 0.790. (4) The reactants are Br[C:2]1[CH:10]=[C:9]2[C:5]([CH2:6][C:7]3([CH2:16][CH2:15][CH:14]([O:17][CH3:18])[CH2:13][CH2:12]3)[C:8]2=[O:11])=[CH:4][CH:3]=1.[C:19]([C:21]1[CH:22]=[C:23](B(O)O)[CH:24]=[CH:25][CH:26]=1)#[N:20]. The catalyst is C([O-])([O-])=O.[Cs+].[Cs+].O1CCOCC1.Cl[Pd](Cl)([P](C1C=CC=CC=1)(C1C=CC=CC=1)C1C=CC=CC=1)[P](C1C=CC=CC=1)(C1C=CC=CC=1)C1C=CC=CC=1. The product is [CH3:18][O:17][CH:14]1[CH2:15][CH2:16][C:7]2([CH2:6][C:5]3[C:9](=[CH:10][C:2]([C:25]4[CH:26]=[C:21]([CH:22]=[CH:23][CH:24]=4)[C:19]#[N:20])=[CH:3][CH:4]=3)[C:8]2=[O:11])[CH2:12][CH2:13]1. The yield is 0.460. (5) The reactants are [CH3:1][NH2:2].C([O-])([O-])=O.[K+].[K+].Br[CH2:10][C:11]1[N:15]([CH3:16])[N:14]=[C:13]([N+:17]([O-:19])=[O:18])[CH:12]=1. The catalyst is CC(C)=O. The product is [CH3:1][NH:2][CH2:10][C:11]1[N:15]([CH3:16])[N:14]=[C:13]([N+:17]([O-:19])=[O:18])[CH:12]=1. The yield is 0.990. (6) The reactants are [CH3:1][O:2][C:3]([C:5]1[S:9][C:8]([C:10]([OH:12])=O)=[CH:7][CH:6]=1)=[O:4].S(Cl)(Cl)=O.O.[NH2:18][NH2:19]. No catalyst specified. The product is [NH:18]([C:10]([C:8]1[S:9][C:5]([C:3]([O:2][CH3:1])=[O:4])=[CH:6][CH:7]=1)=[O:12])[NH2:19]. The yield is 0.720. (7) The reactants are C([NH:11][CH2:12][CH2:13][CH2:14][CH2:15][C:16]1[CH:21]=[CH:20][C:19](OCCOC)=[CH:18][CH:17]=1)(OCC1C=CC=CC=1)=O.[C:27](O)(=[O:29])C.[H][H].[CH2:33]([OH:35])[CH3:34]. The catalyst is [Pd]. The product is [O:35]([CH:15]([C:16]1[CH:17]=[CH:18][CH:19]=[CH:20][CH:21]=1)[CH2:14][CH2:13][CH2:12][NH2:11])[CH2:33][CH2:34][O:29][CH3:27]. The yield is 0.920. (8) The reactants are [CH2:1]([NH:3][CH2:4][CH3:5])[CH3:2].CS(O[CH2:11][CH2:12][C@H:13]([NH:21]C(OC(C)(C)C)=O)[C:14]1[CH:19]=[CH:18][C:17]([Cl:20])=[CH:16][CH:15]=1)(=O)=O. The catalyst is C1COCC1. The product is [Cl:20][C:17]1[CH:16]=[CH:15][C:14]([C@@H:13]([NH2:21])[CH2:12][CH2:11][N:3]([CH2:4][CH3:5])[CH2:1][CH3:2])=[CH:19][CH:18]=1. The yield is 0.360.